Dataset: Reaction yield outcomes from USPTO patents with 853,638 reactions. Task: Predict the reaction yield, written as a fraction of the theoretical maximum amount of product (1.0 means a 100% yield; for example, 0.34 means a 34% yield). (1) The reactants are C[O:2][C:3]1[CH:25]=[CH:24][C:6]([C:7]([Ge:9]([C:14](=[O:23])[C:15]2[CH:20]=[CH:19][C:18]([O:21]C)=[CH:17][CH:16]=2)([CH2:12][CH3:13])[CH2:10][CH3:11])=[O:8])=[CH:5][CH:4]=1.[Cl-].[Al+3].[Cl-].[Cl-].O. The catalyst is C1(C)C=CC=CC=1. The product is [OH:21][C:18]1[CH:17]=[CH:16][C:15]([C:14]([Ge:9]([C:7](=[O:8])[C:6]2[CH:5]=[CH:4][C:3]([OH:2])=[CH:25][CH:24]=2)([CH2:10][CH3:11])[CH2:12][CH3:13])=[O:23])=[CH:20][CH:19]=1. The yield is 0.570. (2) The reactants are [Cl:1][C:2]1[CH:7]=[CH:6][C:5]([CH2:8][C:9]#[N:10])=[C:4]([F:11])[CH:3]=1.[F:12][C:13]1[C:20]([F:21])=[CH:19][CH:18]=[CH:17][C:14]=1[CH:15]=O.C[O-].[Na+]. The catalyst is CO. The product is [Cl:1][C:2]1[CH:7]=[CH:6][C:5](/[C:8](=[CH:15]/[C:14]2[CH:17]=[CH:18][CH:19]=[C:20]([F:21])[C:13]=2[F:12])/[C:9]#[N:10])=[C:4]([F:11])[CH:3]=1. The yield is 0.880. (3) The reactants are Br[C:2]1[CH:3]=[CH:4][C:5]2[N:6]([C:8]([C:11]([NH:13][C:14]3[CH:19]=[C:18]([C:20]4[N:24]=[C:23]([CH3:25])[O:22][N:21]=4)[CH:17]=[CH:16][C:15]=3[CH3:26])=[O:12])=[CH:9][N:10]=2)[CH:7]=1.CC1(C)C(C)(C)[O:31][B:30](B2OC(C)(C)C(C)(C)O2)[O:29]1.C([O-])(=O)C.[K+]. The catalyst is O1CCOCC1. The product is [CH3:26][C:15]1[CH:16]=[CH:17][C:18]([C:20]2[N:24]=[C:23]([CH3:25])[O:22][N:21]=2)=[CH:19][C:14]=1[NH:13][C:11]([C:8]1[N:6]2[CH:7]=[C:2]([B:30]([OH:31])[OH:29])[CH:3]=[CH:4][C:5]2=[N:10][CH:9]=1)=[O:12]. The yield is 0.660. (4) The reactants are [Br:1][C:2]1[C:3](=[O:17])[NH:4][C:5](=[O:16])[N:6]([CH2:8][CH2:9][C:10]2[CH:15]=[CH:14][CH:13]=[CH:12][CH:11]=2)[N:7]=1.ICCC1C=CC=[C:23]([O:27]C)C=1.C(I)CC1C=CC=CC=1. No catalyst specified. The product is [Br:1][C:2]1[C:3](=[O:17])[NH:4][C:5](=[O:16])[N:6]([CH2:8][CH2:9][C:10]2[CH:15]=[CH:14][CH:13]=[C:12]([O:27][CH3:23])[CH:11]=2)[N:7]=1. The yield is 0.360. (5) The reactants are [C:1]([O:5][C@@H:6]([C:11]1[C:16]([CH3:17])=[CH:15][N:14]2[N:18]=[C:19]([C:21]([O:23]C)=[O:22])[CH:20]=[C:13]2[C:12]=1[C:25]1[C:34]2[C:29]3=[C:30]([CH2:35][CH2:36][O:37][C:28]3=[CH:27][CH:26]=1)[CH:31]=[CH:32][N:33]=2)[C:7]([O:9][CH3:10])=[O:8])([CH3:4])([CH3:3])[CH3:2].[OH-].[Na+]. The catalyst is CO. The product is [C:1]([O:5][C@@H:6]([C:11]1[C:16]([CH3:17])=[CH:15][N:14]2[N:18]=[C:19]([C:21]([OH:23])=[O:22])[CH:20]=[C:13]2[C:12]=1[C:25]1[C:34]2[C:29]3=[C:30]([CH2:35][CH2:36][O:37][C:28]3=[CH:27][CH:26]=1)[CH:31]=[CH:32][N:33]=2)[C:7]([O:9][CH3:10])=[O:8])([CH3:4])([CH3:2])[CH3:3]. The yield is 0.686. (6) The reactants are [Cl:1][C:2]1[CH:7]=[CH:6][C:5]([C:8]2[C:14]3[CH:15]=[C:16]([O:19][CH3:20])[CH:17]=[CH:18][C:13]=3[N:12]3[C:21]([CH3:24])=[N:22][N:23]=[C:11]3[C@H:10]([CH2:25][C:26](O)=[O:27])[N:9]=2)=[CH:4][CH:3]=1.CCN=C=NCCCN(C)C.Cl.[CH3:41][O:42][C:43](=[O:46])[CH2:44][NH2:45].C1C=CC2N(O)N=NC=2C=1. The catalyst is C(Cl)Cl.CN(C1C=CN=CC=1)C. The product is [Cl:1][C:2]1[CH:7]=[CH:6][C:5]([C:8]2[C:14]3[CH:15]=[C:16]([O:19][CH3:20])[CH:17]=[CH:18][C:13]=3[N:12]3[C:21]([CH3:24])=[N:22][N:23]=[C:11]3[C@H:10]([CH2:25][C:26]([NH:45][CH2:44][C:43]([O:42][CH3:41])=[O:46])=[O:27])[N:9]=2)=[CH:4][CH:3]=1. The yield is 0.900. (7) The reactants are [C:1]([C:3]1[C:8]([CH3:9])=[CH:7][CH:6]=[CH:5][C:4]=1[S:10](Cl)(=[O:12])=[O:11])#[N:2].[NH:14]1[CH:18]=[N:17][CH:16]=[N:15]1.C(N(CC)CC)C.[Cl-].[NH4+]. The catalyst is ClCCl. The product is [CH3:9][C:8]1[CH:7]=[CH:6][CH:5]=[C:4]([S:10]([N:14]2[CH:18]=[N:17][CH:16]=[N:15]2)(=[O:12])=[O:11])[C:3]=1[C:1]#[N:2]. The yield is 0.230. (8) The yield is 0.790. The reactants are CC(OI1(OC(C)=O)(OC(C)=O)OC(=O)C2C=CC=CC1=2)=O.[OH:23][CH:24]([C:52]1[CH:57]=[CH:56][CH:55]=[CH:54][CH:53]=1)[C:25]1[N:26]=[C:27]([NH:42][CH2:43][CH2:44][CH2:45][N:46]2[CH2:51][CH2:50][CH2:49][CH2:48][CH2:47]2)[C:28]2[C:36]3[C:31](=[CH:32][C:33]([C:37]([O:39][CH3:40])=[O:38])=[CH:34][CH:35]=3)[NH:30][C:29]=2[N:41]=1.C(O)(C(F)(F)F)=O.C(Cl)Cl. The product is [C:24]([C:25]1[N:26]=[C:27]([NH:42][CH2:43][CH2:44][CH2:45][N:46]2[CH2:47][CH2:48][CH2:49][CH2:50][CH2:51]2)[C:28]2[C:36]3[C:31](=[CH:32][C:33]([C:37]([O:39][CH3:40])=[O:38])=[CH:34][CH:35]=3)[NH:30][C:29]=2[N:41]=1)(=[O:23])[C:52]1[CH:53]=[CH:54][CH:55]=[CH:56][CH:57]=1. No catalyst specified.